Dataset: Reaction yield outcomes from USPTO patents with 853,638 reactions. Task: Predict the reaction yield, written as a fraction of the theoretical maximum amount of product (1.0 means a 100% yield; for example, 0.34 means a 34% yield). (1) The reactants are [NH2:1][C:2]1[CH:7]=[C:6]([NH:8][C:9](=[O:19])[C:10]2[C:15]([Cl:16])=[CH:14][C:13]([Cl:17])=[CH:12][C:11]=2[Cl:18])[CH:5]=[CH:4][N:3]=1.[CH:20]1([C:23](Cl)=[O:24])[CH2:22][CH2:21]1. The catalyst is N1C=CC=CC=1. The product is [Cl:16][C:15]1[CH:14]=[C:13]([Cl:17])[CH:12]=[C:11]([Cl:18])[C:10]=1[C:9]([NH:8][C:6]1[CH:5]=[CH:4][N:3]=[C:2]([NH:1][C:23]([CH:20]2[CH2:22][CH2:21]2)=[O:24])[CH:7]=1)=[O:19]. The yield is 0.170. (2) The reactants are [Cl:1][C:2]1[CH:3]=[CH:4][C:5]([NH:10][C:11]2[C:16]([Cl:17])=[CH:15][N:14]=[C:13]([NH:18][C:19]3[N:23]([CH:24]([CH3:26])[CH3:25])[N:22]=[C:21]([CH3:27])[CH:20]=3)[CH:12]=2)=C([CH:9]=1)C#N.[OH-].[Na+].[C:30]([O:33]CC)(=[O:32])[CH3:31]. The catalyst is O1CCOCC1. The product is [Cl:1][C:2]1[CH:3]=[CH:4][C:5]([NH:10][C:11]2[C:16]([Cl:17])=[CH:15][N:14]=[C:13]([NH:18][C:19]3[N:23]([CH:24]([CH3:25])[CH3:26])[N:22]=[C:21]([CH3:27])[CH:20]=3)[CH:12]=2)=[C:31]([CH:9]=1)[C:30]([OH:33])=[O:32]. The yield is 0.900. (3) The reactants are [Br:1][C:2]1[C:7]([C:8]2[C:9](=[O:22])[N:10]([CH2:20][CH3:21])[C:11]3[C:16]([CH:17]=2)=[CH:15][N:14]=[C:13]([NH:18][CH3:19])[CH:12]=3)=[CH:6][C:5]([NH:23][C:24]([NH:26][C:27]2[CH:32]=[CH:31][CH:30]=[C:29]([CH2:33][N:34]3[CH2:39][CH2:38][N:37]([CH3:40])[CH2:36][CH2:35]3)[CH:28]=2)=[O:25])=[C:4]([F:41])[CH:3]=1.[ClH:42]. The catalyst is CC#N. The product is [ClH:42].[ClH:42].[Br:1][C:2]1[C:7]([C:8]2[C:9](=[O:22])[N:10]([CH2:20][CH3:21])[C:11]3[C:16]([CH:17]=2)=[CH:15][N:14]=[C:13]([NH:18][CH3:19])[CH:12]=3)=[CH:6][C:5]([NH:23][C:24]([NH:26][C:27]2[CH:32]=[CH:31][CH:30]=[C:29]([CH2:33][N:34]3[CH2:35][CH2:36][N:37]([CH3:40])[CH2:38][CH2:39]3)[CH:28]=2)=[O:25])=[C:4]([F:41])[CH:3]=1. The yield is 0.930. (4) The reactants are [OH:1][N:2]=[C:3](Cl)[C:4]1[CH:9]=[CH:8][CH:7]=[CH:6][CH:5]=1.[C:11]([O:15][CH3:16])(=[O:14])[CH:12]=[CH2:13].C(=O)(O)[O-].[Na+].O. The catalyst is C(OCC)(=O)C. The product is [C:4]1([C:3]2[CH2:13][CH:12]([C:11]([O:15][CH3:16])=[O:14])[O:1][N:2]=2)[CH:9]=[CH:8][CH:7]=[CH:6][CH:5]=1. The yield is 0.730. (5) The reactants are [NH2:1][C@@H:2]1[CH:7]2[CH2:8][CH2:9][N:4]([CH2:5][CH2:6]2)[C@H:3]1[CH2:10][C:11]1[CH:12]=[N:13][CH:14]=[CH:15][CH:16]=1.C(O)C.[C:20]1([CH3:47])[CH:25]=[CH:24][C:23]([C:26]([C@:28]([C:44]([OH:46])=[O:45])([OH:43])[C@:29]([C:34]([C:36]2[CH:41]=[CH:40][C:39]([CH3:42])=[CH:38][CH:37]=2)=[O:35])([OH:33])[C:30]([OH:32])=[O:31])=[O:27])=[CH:22][CH:21]=1. The catalyst is C(O)C.O. The product is [C:20]1([CH3:47])[CH:25]=[CH:24][C:23]([C:26]([C@:28]([C:44]([OH:46])=[O:45])([OH:43])[C@:29]([C:34]([C:36]2[CH:37]=[CH:38][C:39]([CH3:42])=[CH:40][CH:41]=2)=[O:35])([OH:33])[C:30]([OH:32])=[O:31])=[O:27])=[CH:22][CH:21]=1.[NH2:1][C@@H:2]1[CH:7]2[CH2:6][CH2:5][N:4]([CH2:9][CH2:8]2)[C@H:3]1[CH2:10][C:11]1[CH:12]=[N:13][CH:14]=[CH:15][CH:16]=1. The yield is 0.581. (6) The reactants are [CH3:1][C:2]1[CH:10]=[CH:9][C:8]([CH3:11])=[CH:7][C:3]=1[C:4]([OH:6])=[O:5].[C:12](=O)([O-])[O-].[K+].[K+].IC.O. The catalyst is CN(C=O)C. The product is [CH3:12][O:5][C:4](=[O:6])[C:3]1[CH:7]=[C:8]([CH3:11])[CH:9]=[CH:10][C:2]=1[CH3:1]. The yield is 0.976.